From a dataset of Forward reaction prediction with 1.9M reactions from USPTO patents (1976-2016). Predict the product of the given reaction. (1) Given the reactants [C:1]([O:5][C:6](=[O:38])[N:7]([CH3:37])[C@H:8]([C:10](=[O:36])[NH:11][C@@H:12]1[C:18](=[O:19])[N:17]([CH2:20][C:21]2[C:30]3[C:25](=[CH:26][CH:27]=[CH:28][CH:29]=3)[CH:24]=[CH:23][C:22]=2[CH3:31])[C:16]2[CH:32]=[CH:33][CH:34]=[CH:35][C:15]=2[NH:14][CH2:13]1)[CH3:9])([CH3:4])([CH3:3])[CH3:2].[CH3:47][S:44](O[S:44]([CH3:47])(=[O:46])=[O:45])(=[O:46])=[O:45], predict the reaction product. The product is: [C:1]([O:5][C:6](=[O:38])[N:7]([C@H:8]([C:10](=[O:36])[NH:11][C@@H:12]1[C:18](=[O:19])[N:17]([CH2:20][C:21]2[C:30]3[C:25](=[CH:26][CH:27]=[CH:28][CH:29]=3)[CH:24]=[CH:23][C:22]=2[CH3:31])[C:16]2[CH:32]=[CH:33][CH:34]=[CH:35][C:15]=2[N:14]([S:44]([CH2:47][S:44]([CH3:47])(=[O:45])=[O:46])(=[O:46])=[O:45])[CH2:13]1)[CH3:9])[CH3:37])([CH3:4])([CH3:2])[CH3:3]. (2) Given the reactants C[O:2][C:3]([C:5]([S:18]([CH2:21][C:22]([F:25])([F:24])[F:23])(=[O:20])=[O:19])=[CH:6][NH:7][C:8]1[CH:9]=[CH:10][CH:11]=[C:12]2[C:17]=1[N:16]=[CH:15][CH:14]=[CH:13]2)=O.C1(OC2C=CC=CC=2)C=CC=CC=1, predict the reaction product. The product is: [F:25][C:22]([F:23])([F:24])[CH2:21][S:18]([CH:5]1[C:3](=[O:2])[C:9]2[C:8](=[C:17]3[C:12](=[CH:11][CH:10]=2)[CH:13]=[CH:14][CH:15]=[N:16]3)[N:7]=[CH:6]1)(=[O:19])=[O:20].